From a dataset of Full USPTO retrosynthesis dataset with 1.9M reactions from patents (1976-2016). Predict the reactants needed to synthesize the given product. The reactants are: [CH3:1][O:2][C:3]([NH:5][C@@H:6]([CH:50]([CH3:52])[CH3:51])[C:7]([N:9]1[CH2:13][CH2:12][CH2:11][C@H:10]1[C:14]1[NH:15][C:16]([C:19]2[CH:24]=[CH:23][C:22]([C:25]3[CH:30]=[CH:29][C:28]([CH2:31][NH:32][C:33]([NH:35]C(C4CCCN4C(OC(C)(C)C)=O)=O)=[O:34])=[CH:27][CH:26]=3)=[CH:21][CH:20]=2)=[CH:17][N:18]=1)=[O:8])=[O:4].Cl.O1CCOCC1.Cl.Cl.COC(=O)N[C@H](C(N1CCC[C@H]1C1NC(C2C=CC(C3C=CC(CNC(NC(C4CCCN4)=O)=O)=CC=3)=CC=2)=CN=1)=O)C(C)C. Given the product [CH3:1][O:2][C:3](=[O:4])[NH:5][C@H:6]([C:7]([N:9]1[CH2:13][CH2:12][CH2:11][C@H:10]1[C:14]1[NH:15][C:16]([C:19]2[CH:24]=[CH:23][C:22]([C:25]3[CH:26]=[CH:27][C:28]([CH2:31][NH:32][C:33]([NH2:35])=[O:34])=[CH:29][CH:30]=3)=[CH:21][CH:20]=2)=[CH:17][N:18]=1)=[O:8])[CH:50]([CH3:52])[CH3:51], predict the reactants needed to synthesize it.